This data is from Full USPTO retrosynthesis dataset with 1.9M reactions from patents (1976-2016). The task is: Predict the reactants needed to synthesize the given product. Given the product [CH2:7]([S:14][C:16]1[CH:23]=[CH:22][CH:21]=[C:20]([O:24][CH3:25])[C:17]=1[CH:18]=[O:19])[C:8]1[CH:13]=[CH:12][CH:11]=[CH:10][CH:9]=1, predict the reactants needed to synthesize it. The reactants are: CC(C)([O-])C.[Na+].[CH2:7]([SH:14])[C:8]1[CH:13]=[CH:12][CH:11]=[CH:10][CH:9]=1.F[C:16]1[CH:23]=[CH:22][CH:21]=[C:20]([O:24][CH3:25])[C:17]=1[CH:18]=[O:19].O.